From a dataset of Catalyst prediction with 721,799 reactions and 888 catalyst types from USPTO. Predict which catalyst facilitates the given reaction. (1) Reactant: [C:1]([OH:4])(=O)[CH3:2].[C:5]1([C:11]2[CH:20]=[C:19]3[C:14]([CH2:15][CH2:16][CH2:17][N:18]3[C:21]3[CH:26]=[CH:25][N:24]=[C:23]([NH:27][CH:28]4[CH2:33][CH2:32][NH:31][CH2:30][CH2:29]4)[N:22]=3)=[N:13][CH:12]=2)[CH:10]=[CH:9][CH:8]=[CH:7][CH:6]=1. Product: [C:5]1([C:11]2[CH:20]=[C:19]3[C:14]([CH2:15][CH2:16][CH2:17][N:18]3[C:21]3[CH:26]=[CH:25][N:24]=[C:23]([NH:27][CH:28]4[CH2:29][CH2:30][N:31]([C:1](=[O:4])[CH3:2])[CH2:32][CH2:33]4)[N:22]=3)=[N:13][CH:12]=2)[CH:10]=[CH:9][CH:8]=[CH:7][CH:6]=1. The catalyst class is: 2. (2) Reactant: [C:1]([C:3]1[CH:8]=[CH:7][C:6]([NH:9][C:10]([N:12]2[CH:17]([CH2:18][OH:19])[CH2:16][N:15]3[N:20]=[C:21]([I:26])[C:22]([C:23](O)=[O:24])=[C:14]3[CH2:13]2)=[O:11])=[CH:5][CH:4]=1)#[N:2].C[N:28](C(ON1N=NC2C=CC=NC1=2)=[N+](C)C)C.F[P-](F)(F)(F)(F)F.C(N(C(C)C)CC)(C)C.[Cl-].[NH4+]. Product: [C:1]([C:3]1[CH:4]=[CH:5][C:6]([NH:9][C:10]([N:12]2[CH:17]([CH2:18][OH:19])[CH2:16][N:15]3[N:20]=[C:21]([I:26])[C:22]([C:23]([NH2:28])=[O:24])=[C:14]3[CH2:13]2)=[O:11])=[CH:7][CH:8]=1)#[N:2]. The catalyst class is: 3. (3) Reactant: [OH:1][C:2]1[CH:3]=[C:4]([C:11]([N:13]2[CH2:16][CH:15]([O:17][CH3:18])[CH2:14]2)=[O:12])[CH:5]=[CH:6][C:7]=1[N+:8]([O-:10])=[O:9].Cl[C:20]([F:26])([F:25])C(OC)=O.C(=O)([O-])[O-].[K+].[K+]. Product: [F:25][CH:20]([F:26])[O:1][C:2]1[CH:3]=[C:4]([C:11]([N:13]2[CH2:16][CH:15]([O:17][CH3:18])[CH2:14]2)=[O:12])[CH:5]=[CH:6][C:7]=1[N+:8]([O-:10])=[O:9]. The catalyst class is: 39. (4) Product: [I:1][C:2]1[CH:3]=[C:4]([CH:9]2[C:10]3[C:23](=[O:24])[CH2:22][O:21][CH2:20][C:11]=3[NH:12][C:13]3[CH2:18][O:17][C:15](=[O:16])[C:14]2=3)[CH:5]=[CH:6][C:7]=1[CH3:8]. The catalyst class is: 22. Reactant: [I:1][C:2]1[CH:3]=[C:4]([CH:9]2[C:14]([C:15]([O:17][CH3:18])=[O:16])=[C:13](C)[NH:12][C:11]3[CH2:20][O:21][CH2:22][C:23](=[O:24])[C:10]2=3)[CH:5]=[CH:6][C:7]=1[CH3:8].N1C=CC=CC=1.[Br-].[Br-].[Br-].[NH+]1C=CC=CC=1.[NH+]1C=CC=CC=1.[NH+]1C=CC=CC=1.Cl. (5) Reactant: CC(C)([O-])C.[K+].[OH:7][CH:8]1[CH2:13][CH2:12][O:11][CH2:10][CH2:9]1.F[C:15]1[CH:22]=[CH:21][C:20]([N+:23]([O-])=O)=[CH:19][C:16]=1[C:17]#[N:18]. Product: [NH2:23][C:20]1[CH:21]=[CH:22][C:15]([O:7][CH:8]2[CH2:13][CH2:12][O:11][CH2:10][CH2:9]2)=[C:16]([CH:19]=1)[C:17]#[N:18]. The catalyst class is: 504. (6) Reactant: [C:1]([NH:4][C@@H:5]1[CH2:9][CH2:8][N:7]([C:10]2[N:15]=[CH:14][C:13]([N:16]([CH3:36])[C:17](=[O:35])[C:18]([C:21]3[CH:26]=[C:25]([C:27]([F:30])([F:29])[F:28])[CH:24]=[C:23]([C:31]([F:34])([F:33])[F:32])[CH:22]=3)([CH3:20])[CH3:19])=[C:12]([C:37]3[CH:42]=[CH:41][C:40]([F:43])=[CH:39][C:38]=3[CH3:44])[CH:11]=2)[CH2:6]1)(=[O:3])[CH3:2].[CH3:45][Si]([N-][Si](C)(C)C)(C)C.[K+].IC.C(OCC)(=O)C. Product: [C:1]([N:4]([CH3:45])[C@@H:5]1[CH2:9][CH2:8][N:7]([C:10]2[N:15]=[CH:14][C:13]([N:16]([CH3:36])[C:17](=[O:35])[C:18]([C:21]3[CH:26]=[C:25]([C:27]([F:28])([F:29])[F:30])[CH:24]=[C:23]([C:31]([F:32])([F:33])[F:34])[CH:22]=3)([CH3:20])[CH3:19])=[C:12]([C:37]3[CH:42]=[CH:41][C:40]([F:43])=[CH:39][C:38]=3[CH3:44])[CH:11]=2)[CH2:6]1)(=[O:3])[CH3:2]. The catalyst class is: 7. (7) Reactant: [Cl:1][C:2]1[CH:12]=[C:11](Br)[CH:10]=[CH:9][C:3]=1[C:4]([O:6][CH2:7][CH3:8])=[O:5].[CH:14]([B-](F)(F)F)=[CH2:15].[K+].C(=O)([O-])[O-].[K+].[K+]. Product: [Cl:1][C:2]1[CH:12]=[C:11]([CH:14]=[CH2:15])[CH:10]=[CH:9][C:3]=1[C:4]([O:6][CH2:7][CH3:8])=[O:5]. The catalyst class is: 58. (8) Reactant: N1[CH2:8][CH2:7][CH2:6][C@@H:2]1[C:3](O)=[O:4].C(N(C(C)C)C(C)C)C.[C:18]1(=[O:24])[CH2:23][CH2:22][CH2:21]C=C1.[C:25]1(CC=O)[CH:30]=[CH:29]C=[CH:27][CH:26]=1. Product: [OH:24][C@H:18]1[C@@H:23]2[CH2:22][CH2:21][C@@H:6]([CH2:2][C:3]2=[O:4])[C@@H:7]1[C:8]1[CH:29]=[CH:30][CH:25]=[CH:26][CH:27]=1. The catalyst class is: 11. (9) Reactant: [CH2:1]([O:8][C:9]([NH:11][C@H:12]([C:24]([OH:26])=O)[CH2:13][CH2:14][CH2:15][NH:16][C:17]([O:19][C:20]([CH3:23])([CH3:22])[CH3:21])=[O:18])=[O:10])[C:2]1[CH:7]=[CH:6][CH:5]=[CH:4][CH:3]=1.[NH2:27][CH2:28][CH2:29][CH2:30][C@H:31]([NH:57][C:58](=[O:64])[O:59][C:60]([CH3:63])([CH3:62])[CH3:61])[CH2:32][C:33]([NH:35][CH2:36][C@@H:37]([NH:49][C:50]([O:52][C:53]([CH3:56])([CH3:55])[CH3:54])=[O:51])[CH2:38][CH2:39][CH2:40][NH:41][C:42]([O:44][C:45]([CH3:48])([CH3:47])[CH3:46])=[O:43])=[O:34].C(Cl)CCl.C1C=CC2N(O)N=NC=2C=1. Product: [CH2:1]([O:8][C:9](=[O:10])[NH:11][C@@H:12]([CH2:13][CH2:14][CH2:15][NH:16][C:17]([O:19][C:20]([CH3:21])([CH3:22])[CH3:23])=[O:18])[C:24](=[O:26])[NH:27][CH2:28][CH2:29][CH2:30][C@H:31]([NH:57][C:58]([O:59][C:60]([CH3:63])([CH3:62])[CH3:61])=[O:64])[CH2:32][C:33](=[O:34])[NH:35][CH2:36][C@@H:37]([NH:49][C:50]([O:52][C:53]([CH3:55])([CH3:56])[CH3:54])=[O:51])[CH2:38][CH2:39][CH2:40][NH:41][C:42](=[O:43])[O:44][C:45]([CH3:46])([CH3:47])[CH3:48])[C:2]1[CH:3]=[CH:4][CH:5]=[CH:6][CH:7]=1. The catalyst class is: 9.